From a dataset of Forward reaction prediction with 1.9M reactions from USPTO patents (1976-2016). Predict the product of the given reaction. (1) The product is: [Cl:22][C:5]1[C:6]([NH:8][C:9]2[CH:14]=[CH:13][C:12]([O:15][CH3:16])=[CH:11][C:10]=2[NH:17][S:18]([CH3:21])(=[O:20])=[O:19])=[N:7][C:2]([NH:26][C:25]2[CH:27]=[CH:28][C:29]([O:31][CH3:32])=[CH:30][C:24]=2[F:23])=[N:3][CH:4]=1. Given the reactants Cl[C:2]1[N:7]=[C:6]([NH:8][C:9]2[CH:14]=[CH:13][C:12]([O:15][CH3:16])=[CH:11][C:10]=2[NH:17][S:18]([CH3:21])(=[O:20])=[O:19])[C:5]([Cl:22])=[CH:4][N:3]=1.[F:23][C:24]1[CH:30]=[C:29]([O:31][CH3:32])[CH:28]=[CH:27][C:25]=1[NH2:26], predict the reaction product. (2) Given the reactants [C:1]([O:14][C@H:15]([CH2:45][O:46][CH2:47][CH2:48][CH2:49][CH2:50][CH2:51][CH2:52][CH2:53][CH2:54][CH2:55][CH2:56][CH2:57][CH3:58])[CH2:16][S:17][CH2:18][C@@H:19]([C:38]([O:40]C(C)(C)C)=[O:39])[NH:20][C:21](=[O:37])[O:22][CH2:23][CH:24]1[C:36]2[CH:35]=[CH:34][CH:33]=[CH:32][C:31]=2[C:30]2[C:25]1=[CH:26][CH:27]=[CH:28][CH:29]=2)(=[O:13])[CH2:2][CH2:3][CH2:4][CH2:5][CH2:6][CH2:7][CH2:8][CH2:9][CH2:10][CH2:11][CH3:12], predict the reaction product. The product is: [CH:35]1[C:36]2[CH:24]([CH2:23][O:22][C:21]([NH:20][C@@H:19]([CH2:18][S:17][CH2:16][C@H:15]([O:14][C:1](=[O:13])[CH2:2][CH2:3][CH2:4][CH2:5][CH2:6][CH2:7][CH2:8][CH2:9][CH2:10][CH2:11][CH3:12])[CH2:45][O:46][CH2:47][CH2:48][CH2:49][CH2:50][CH2:51][CH2:52][CH2:53][CH2:54][CH2:55][CH2:56][CH2:57][CH3:58])[C:38]([OH:40])=[O:39])=[O:37])[C:25]3[C:30](=[CH:29][CH:28]=[CH:27][CH:26]=3)[C:31]=2[CH:32]=[CH:33][CH:34]=1.